Dataset: NCI-60 drug combinations with 297,098 pairs across 59 cell lines. Task: Regression. Given two drug SMILES strings and cell line genomic features, predict the synergy score measuring deviation from expected non-interaction effect. (1) Drug 1: CCC1=CC2CC(C3=C(CN(C2)C1)C4=CC=CC=C4N3)(C5=C(C=C6C(=C5)C78CCN9C7C(C=CC9)(C(C(C8N6C)(C(=O)OC)O)OC(=O)C)CC)OC)C(=O)OC.C(C(C(=O)O)O)(C(=O)O)O. Drug 2: C1CCC(CC1)NC(=O)N(CCCl)N=O. Cell line: SF-268. Synergy scores: CSS=22.0, Synergy_ZIP=-8.25, Synergy_Bliss=-2.88, Synergy_Loewe=-16.5, Synergy_HSA=-0.317. (2) Drug 1: C1CCN(CC1)CCOC2=CC=C(C=C2)C(=O)C3=C(SC4=C3C=CC(=C4)O)C5=CC=C(C=C5)O. Drug 2: CC1=C(C=C(C=C1)C(=O)NC2=CC(=CC(=C2)C(F)(F)F)N3C=C(N=C3)C)NC4=NC=CC(=N4)C5=CN=CC=C5. Cell line: HCT116. Synergy scores: CSS=-1.42, Synergy_ZIP=4.33, Synergy_Bliss=6.91, Synergy_Loewe=2.45, Synergy_HSA=1.98. (3) Drug 1: C1CC(=O)NC(=O)C1N2C(=O)C3=CC=CC=C3C2=O. Drug 2: C1C(C(OC1N2C=NC3=C2NC=NCC3O)CO)O. Cell line: NCIH23. Synergy scores: CSS=5.10, Synergy_ZIP=-0.274, Synergy_Bliss=0.432, Synergy_Loewe=3.84, Synergy_HSA=0.272. (4) Drug 1: CS(=O)(=O)CCNCC1=CC=C(O1)C2=CC3=C(C=C2)N=CN=C3NC4=CC(=C(C=C4)OCC5=CC(=CC=C5)F)Cl. Drug 2: CCCCC(=O)OCC(=O)C1(CC(C2=C(C1)C(=C3C(=C2O)C(=O)C4=C(C3=O)C=CC=C4OC)O)OC5CC(C(C(O5)C)O)NC(=O)C(F)(F)F)O. Cell line: BT-549. Synergy scores: CSS=34.3, Synergy_ZIP=0.351, Synergy_Bliss=2.82, Synergy_Loewe=-7.70, Synergy_HSA=1.51. (5) Drug 1: CC(C)(C#N)C1=CC(=CC(=C1)CN2C=NC=N2)C(C)(C)C#N. Drug 2: C1=NC(=NC(=O)N1C2C(C(C(O2)CO)O)O)N. Cell line: OVCAR3. Synergy scores: CSS=5.75, Synergy_ZIP=-3.68, Synergy_Bliss=-6.88, Synergy_Loewe=-7.73, Synergy_HSA=-8.50. (6) Drug 1: CS(=O)(=O)C1=CC(=C(C=C1)C(=O)NC2=CC(=C(C=C2)Cl)C3=CC=CC=N3)Cl. Drug 2: C1=CC(=CC=C1CC(C(=O)O)N)N(CCCl)CCCl.Cl. Cell line: UACC-257. Synergy scores: CSS=3.18, Synergy_ZIP=0.847, Synergy_Bliss=-0.446, Synergy_Loewe=-5.27, Synergy_HSA=-4.81. (7) Drug 1: COC1=C(C=C2C(=C1)N=CN=C2NC3=CC(=C(C=C3)F)Cl)OCCCN4CCOCC4. Drug 2: CN(C)N=NC1=C(NC=N1)C(=O)N. Cell line: SK-MEL-5. Synergy scores: CSS=35.1, Synergy_ZIP=3.40, Synergy_Bliss=5.63, Synergy_Loewe=-23.2, Synergy_HSA=4.69.